From a dataset of Reaction yield outcomes from USPTO patents with 853,638 reactions. Predict the reaction yield, written as a fraction of the theoretical maximum amount of product (1.0 means a 100% yield; for example, 0.34 means a 34% yield). (1) The reactants are [F:1][C:2]([F:15])([F:14])[C:3]1[C:11]([C:12]#[N:13])=[CH:10][CH:9]=[C:8]2[C:4]=1[CH:5]=[CH:6][NH:7]2.CC([O-])(C)C.[K+].CS(O[CH:27]([C:30]1[CH:35]=[CH:34][CH:33]=[C:32]([C:36]#[N:37])[CH:31]=1)[CH2:28][CH3:29])(=O)=O. The catalyst is C1COCC1.CCOC(C)=O. The product is [C:36]([C:32]1[CH:31]=[C:30]([CH:27]([N:7]2[C:8]3[C:4](=[C:3]([C:2]([F:14])([F:1])[F:15])[C:11]([C:12]#[N:13])=[CH:10][CH:9]=3)[CH:5]=[CH:6]2)[CH2:28][CH3:29])[CH:35]=[CH:34][CH:33]=1)#[N:37]. The yield is 0.260. (2) The reactants are [CH2:1]([O:3][C:4]1[CH:9]=[CH:8][C:7]([C:10]([N:12]2[CH2:17][CH2:16][C:15]3([C:29]4[CH:28]=[N:27][N:26]([CH3:30])[C:25]=4[C:24]4[CH:23]=[CH:22][CH:21]=[CH:20][C:19]=4[O:18]3)[CH2:14][CH2:13]2)=[O:11])=[C:6]([OH:31])[CH:5]=1)[CH3:2].C([O-])([O-])=O.[K+].[K+].I[CH:39]([CH3:41])[CH3:40]. The catalyst is CN(C=O)C. The product is [CH2:1]([O:3][C:4]1[CH:9]=[CH:8][C:7]([C:10]([N:12]2[CH2:13][CH2:14][C:15]3([C:29]4[CH:28]=[N:27][N:26]([CH3:30])[C:25]=4[C:24]4[CH:23]=[CH:22][CH:21]=[CH:20][C:19]=4[O:18]3)[CH2:16][CH2:17]2)=[O:11])=[C:6]([O:31][CH:39]([CH3:41])[CH3:40])[CH:5]=1)[CH3:2]. The yield is 0.330. (3) The catalyst is CCOCC. The yield is 0.190. The reactants are [Cl:1][C:2]1[CH:10]=[C:9]2[C:5]([CH:6]=[C:7]([C:14](OCC)=O)[N:8]2[CH2:11][C:12]#[N:13])=[CH:4][C:3]=1[CH3:19].[H-].[Al+3].[Li+].[H-].[H-].[H-].C(C(C(C([O-])=O)O)O)([O-])=O.[Na+].[K+].C(OCC)(=O)C. The product is [Cl:1][C:2]1[C:3]([CH3:19])=[CH:4][C:5]2[CH:6]=[C:7]3[CH2:14][NH:13][CH2:12][CH2:11][N:8]3[C:9]=2[CH:10]=1. (4) The reactants are [C:1]([C:4]1[S:8][C:7]([N:9]2[CH2:13][CH2:12][N:11]([CH2:14][C:15]3[CH:20]=[CH:19][C:18]([C:21]([N:23]4[CH2:28][CH2:27][CH2:26][CH2:25][CH2:24]4)=[O:22])=[CH:17][CH:16]=3)[C:10]2=[O:29])=[N:6][C:5]=1[CH3:30])(=O)[CH3:2].COC(OC)[N:34]([CH3:36])C.O.[NH2:40]N. The catalyst is CN(C)C=O.C(OCC)(=O)C. The product is [CH3:30][C:5]1[N:6]=[C:7]([N:9]2[CH2:13][CH2:12][N:11]([CH2:14][C:15]3[CH:16]=[CH:17][C:18]([C:21]([N:23]4[CH2:28][CH2:27][CH2:26][CH2:25][CH2:24]4)=[O:22])=[CH:19][CH:20]=3)[C:10]2=[O:29])[S:8][C:4]=1[C:1]1[NH:40][N:34]=[CH:36][CH:2]=1. The yield is 0.540. (5) The reactants are [Cl-].[Al+3].[Cl-].[Cl-].[Cl:5][S:6]([C:9]1[CH:10]=[C:11]([CH:15]=[CH:16][C:17]=1[F:18])[C:12](Cl)=[O:13])(=[O:8])=[O:7].[C:19]1([O:25][CH3:26])[CH:24]=[CH:23][CH:22]=[CH:21][CH:20]=1. The catalyst is C(Cl)Cl. The product is [F:18][C:17]1[CH:16]=[CH:15][C:11]([C:12](=[O:13])[C:22]2[CH:23]=[CH:24][C:19]([O:25][CH3:26])=[CH:20][CH:21]=2)=[CH:10][C:9]=1[S:6]([Cl:5])(=[O:8])=[O:7]. The yield is 0.540. (6) The reactants are C[N+]1([O-])CC[O:5]CC1.[C@@H:9]1([NH:15][C:16]2[S:17][C:18]3[CH:24]=[C:23]([CH2:25][N:26]4[C:30]5=[N:31][CH:32]=[C:33]([F:35])[CH:34]=[C:29]5[N:28]=[CH:27]4)[CH:22]=[CH:21][C:19]=3[N:20]=2)CCCC=[CH:10]1.[CH2:36]1[CH2:40][O:39][CH2:38][CH2:37]1. The catalyst is C(O)(C)(C)C.O.O=[Os](=O)(=O)=O. The product is [F:35][C:33]1[CH:34]=[C:29]2[N:28]=[CH:27][N:26]([CH2:25][C:23]3[CH:22]=[CH:21][C:19]4[N:20]=[C:16]([NH:15][C@@H:9]5[CH2:10][CH2:38][CH2:37][C@H:36]([OH:5])[C@@H:40]5[OH:39])[S:17][C:18]=4[CH:24]=3)[C:30]2=[N:31][CH:32]=1. The yield is 0.0200. (7) The reactants are [Cl:1][C:2]1[S:6][C:5]([C:7]([O:9][CH3:10])=[O:8])=[CH:4][C:3]=1I.C([O-])([O-])=O.[K+].[K+].CC1(C)COB([C:25]2[N:29]([CH3:30])[N:28]=[CH:27][CH:26]=2)OC1. The catalyst is O1CCOCC1.O.C1C=CC([P]([Pd]([P](C2C=CC=CC=2)(C2C=CC=CC=2)C2C=CC=CC=2)([P](C2C=CC=CC=2)(C2C=CC=CC=2)C2C=CC=CC=2)[P](C2C=CC=CC=2)(C2C=CC=CC=2)C2C=CC=CC=2)(C2C=CC=CC=2)C2C=CC=CC=2)=CC=1. The product is [Cl:1][C:2]1[S:6][C:5]([C:7]([O:9][CH3:10])=[O:8])=[CH:4][C:3]=1[C:25]1[N:29]([CH3:30])[N:28]=[CH:27][CH:26]=1. The yield is 0.240.